Dataset: Peptide-MHC class II binding affinity with 134,281 pairs from IEDB. Task: Regression. Given a peptide amino acid sequence and an MHC pseudo amino acid sequence, predict their binding affinity value. This is MHC class II binding data. (1) The peptide sequence is AAYSDQATLLLCSPR. The MHC is DRB1_0101 with pseudo-sequence DRB1_0101. The binding affinity (normalized) is 0.136. (2) The peptide sequence is MFISDTPGERNPYEN. The binding affinity (normalized) is 0.482. The MHC is DRB1_0901 with pseudo-sequence DRB1_0901. (3) The peptide sequence is GELQIMDKIDAAFKI. The MHC is DRB1_1201 with pseudo-sequence DRB1_1201. The binding affinity (normalized) is 0.570. (4) The peptide sequence is EKKYFAATQFEPRAA. The MHC is HLA-DQA10501-DQB10201 with pseudo-sequence HLA-DQA10501-DQB10201. The binding affinity (normalized) is 0.442. (5) The peptide sequence is DRVLDILEAVKLIRK. The binding affinity (normalized) is 0.864. The MHC is DRB1_0301 with pseudo-sequence DRB1_0301.